This data is from Peptide-MHC class II binding affinity with 134,281 pairs from IEDB. The task is: Regression. Given a peptide amino acid sequence and an MHC pseudo amino acid sequence, predict their binding affinity value. This is MHC class II binding data. (1) The peptide sequence is TGLELTLTNTSIINH. The MHC is DRB1_0101 with pseudo-sequence DRB1_0101. The binding affinity (normalized) is 0.853. (2) The peptide sequence is LSSTGSSCLFVLILF. The MHC is DRB1_0101 with pseudo-sequence DRB1_0101. The binding affinity (normalized) is 0.216. (3) The peptide sequence is KNVFDDVVPEKYTIG. The MHC is HLA-DQA10501-DQB10201 with pseudo-sequence HLA-DQA10501-DQB10201. The binding affinity (normalized) is 0.364. (4) The peptide sequence is KRQGPKQMLVGGVVL. The MHC is HLA-DQA10201-DQB10303 with pseudo-sequence HLA-DQA10201-DQB10303. The binding affinity (normalized) is 0.519. (5) The peptide sequence is APANPGLIIGAL. The MHC is DRB1_0404 with pseudo-sequence DRB1_0404. The binding affinity (normalized) is 0.0346. (6) The binding affinity (normalized) is 0.201. The peptide sequence is EVDQTKIQYVIRAQL. The MHC is DRB1_0901 with pseudo-sequence DRB1_0901. (7) The peptide sequence is GVWVLAEPTKGKNER. The MHC is DRB1_1101 with pseudo-sequence DRB1_1101. The binding affinity (normalized) is 0.524. (8) The MHC is DRB1_1302 with pseudo-sequence DRB1_1302. The peptide sequence is GELQIVDKIDAVFKI. The binding affinity (normalized) is 0.761. (9) The peptide sequence is LYVGDLNTKLMTRLV. The MHC is DRB1_0101 with pseudo-sequence DRB1_0101. The binding affinity (normalized) is 0.764. (10) The peptide sequence is IHRIRTLIGQEKYTD. The MHC is HLA-DQA10303-DQB10402 with pseudo-sequence HLA-DQA10303-DQB10402. The binding affinity (normalized) is 0.372.